Dataset: Catalyst prediction with 721,799 reactions and 888 catalyst types from USPTO. Task: Predict which catalyst facilitates the given reaction. (1) Reactant: [C:1]1([CH2:7][C@@H:8]([NH:15][C:16](=O)[CH2:17]Cl)[CH2:9][NH:10][C:11](=O)[CH2:12][Cl:13])[CH:6]=[CH:5][CH:4]=[CH:3][CH:2]=1. Product: [CH2:7]([CH:8]1[NH:15][CH2:16][CH2:17][N:10]([CH2:11][CH2:12][Cl:13])[CH2:9]1)[C:1]1[CH:6]=[CH:5][CH:4]=[CH:3][CH:2]=1. The catalyst class is: 1. (2) Reactant: [NH:1]1[CH2:6][CH2:5][NH:4][CH2:3][C:2]1=[O:7].C(N(CC)CC)C.[Cl:15][C:16]1[N:21]=[CH:20][C:19]([S:22](Cl)(=[O:24])=[O:23])=[CH:18][CH:17]=1. Product: [Cl:15][C:16]1[N:21]=[CH:20][C:19]([S:22]([N:4]2[CH2:5][CH2:6][NH:1][C:2](=[O:7])[CH2:3]2)(=[O:24])=[O:23])=[CH:18][CH:17]=1. The catalyst class is: 2.